From a dataset of Full USPTO retrosynthesis dataset with 1.9M reactions from patents (1976-2016). Predict the reactants needed to synthesize the given product. (1) Given the product [CH3:1][C:2]1[O:6][N:5]=[C:4]([C:7]2[CH:12]=[CH:11][CH:10]=[CH:9][CH:8]=2)[C:3]=1[C:13]([NH:16][C:17]1[C:26]2[C:21](=[CH:22][C:23]([C:27]([F:30])([F:28])[F:29])=[CH:24][CH:25]=2)[N:20]=[CH:19][CH:18]=1)=[O:14], predict the reactants needed to synthesize it. The reactants are: [CH3:1][C:2]1[O:6][N:5]=[C:4]([C:7]2[CH:12]=[CH:11][CH:10]=[CH:9][CH:8]=2)[C:3]=1[C:13](Cl)=[O:14].[NH2:16][C:17]1[C:26]2[C:21](=[CH:22][C:23]([C:27]([F:30])([F:29])[F:28])=[CH:24][CH:25]=2)[N:20]=[CH:19][CH:18]=1. (2) Given the product [F:1][C:2]1[CH:3]=[C:4]([C:8]2[C:17]3[C:12](=[CH:13][CH:14]=[CH:15][CH:16]=3)[CH:11]=[CH:10][N:9]=2)[CH:5]=[CH:6][CH:7]=1, predict the reactants needed to synthesize it. The reactants are: [F:1][C:2]1[CH:3]=[C:4]([C:8]2[C:17]3[C:12](=[CH:13][CH:14]=[CH:15][CH:16]=3)[CH2:11][CH2:10][N:9]=2)[CH:5]=[CH:6][CH:7]=1. (3) Given the product [CH3:1][O:2][C:3]([C:5]1[CH:6]=[CH:7][C:8]2[C@@:14]3([CH2:23][CH3:24])[CH2:15][CH2:16][C@@:17]([OH:22])([CH2:19][CH2:20][CH3:21])[CH2:18][C@H:13]3[CH2:12][CH2:11][CH:10]([OH:25])[C:9]=2[CH:26]=1)=[O:4].[CH3:27][O:28][C:29]([C:31]1[CH:32]=[CH:33][C:34]2[C@:40]3([CH2:49][CH3:50])[CH2:41][CH2:42][C@:43]([OH:48])([CH2:45][CH2:46][CH3:47])[CH2:44][C@@H:39]3[CH2:38][CH2:37][CH:36]([OH:51])[C:35]=2[CH:52]=1)=[O:30], predict the reactants needed to synthesize it. The reactants are: [CH3:1][O:2][C:3]([C:5]1[CH:6]=[CH:7][C:8]2[C@@:14]3([CH2:23][CH3:24])[CH2:15][CH2:16][C@@:17]([OH:22])([CH2:19][CH2:20][CH3:21])[CH2:18][C@H:13]3[CH2:12][CH2:11][C:10](=[O:25])[C:9]=2[CH:26]=1)=[O:4].[CH3:27][O:28][C:29]([C:31]1[CH:32]=[CH:33][C:34]2[C@:40]3([CH2:49][CH3:50])[CH2:41][CH2:42][C@:43]([OH:48])([CH2:45][CH2:46][CH3:47])[CH2:44][C@@H:39]3[CH2:38][CH2:37][C:36](=[O:51])[C:35]=2[CH:52]=1)=[O:30].[BH4-].[Na+]. (4) Given the product [C:1]([NH:21][C:22]1[CH:23]=[C:24]([CH:41]=[CH:42][CH:43]=1)[O:25][C:26]1[CH:27]=[CH:28][C:29]2[N:30]([CH:32]=[C:33]([NH:35][C:36]([CH:38]3[CH2:40][CH2:39]3)=[O:37])[N:34]=2)[N:31]=1)(=[O:4])[C:2]#[CH:3], predict the reactants needed to synthesize it. The reactants are: [C:1](O)(=[O:4])[C:2]#[CH:3].C1(N=C=NC2CCCCC2)CCCCC1.[NH2:21][C:22]1[CH:23]=[C:24]([CH:41]=[CH:42][CH:43]=1)[O:25][C:26]1[CH:27]=[CH:28][C:29]2[N:30]([CH:32]=[C:33]([NH:35][C:36]([CH:38]3[CH2:40][CH2:39]3)=[O:37])[N:34]=2)[N:31]=1. (5) The reactants are: BrC1C=CC=C([CH2:8][O:9][Si](C(C)(C)C)(C)C)N=1.[C:17]([N:20]1[C:29]2[C:24](=[CH:25][C:26]([C:30]#[N:31])=[CH:27][CH:28]=2)[C@H:23]([NH2:32])[C@@H:22]([CH3:33])[C@@H:21]1[CH:34]1[CH2:36][CH2:35]1)(=[O:19])[CH3:18].CCCC[N+:41]([CH2:50][CH2:51][CH2:52][CH3:53])([CH2:46][CH2:47]CC)CCCC.[F-].OO. Given the product [C:17]([N:20]1[C:29]2[C:24](=[CH:25][C:26]([C:30]#[N:31])=[CH:27][CH:28]=2)[C@H:23]([NH:32][C:50]2[C:51]([CH2:8][OH:9])=[CH:52][CH:53]=[C:46]([CH3:47])[N:41]=2)[C@@H:22]([CH3:33])[C@@H:21]1[CH:34]1[CH2:36][CH2:35]1)(=[O:19])[CH3:18], predict the reactants needed to synthesize it. (6) Given the product [F:17][CH2:16][CH2:15][N:5]1[CH:6]=[CH:7][C:2]([I:1])=[CH:3][C:4]1=[O:8], predict the reactants needed to synthesize it. The reactants are: [I:1][C:2]1[CH:7]=[CH:6][NH:5][C:4](=[O:8])[CH:3]=1.FC(F)(F)S(O[CH2:15][CH2:16][F:17])(=O)=O. (7) Given the product [CH3:3][O:4][C:5]1[N:10]=[C:9]([NH:11][C:15]2[S:16][C:17]([C:20]#[N:21])=[CH:18][N:19]=2)[CH:8]=[C:7]([O:12][CH3:13])[N:6]=1, predict the reactants needed to synthesize it. The reactants are: [H-].[Na+].[CH3:3][O:4][C:5]1[N:10]=[C:9]([NH2:11])[CH:8]=[C:7]([O:12][CH3:13])[N:6]=1.Cl[C:15]1[S:16][C:17]([C:20]#[N:21])=[CH:18][N:19]=1.